This data is from Cav3 T-type calcium channel HTS with 100,875 compounds. The task is: Binary Classification. Given a drug SMILES string, predict its activity (active/inactive) in a high-throughput screening assay against a specified biological target. The molecule is S(CC(=O)N1CCCc2c1cccc2)c1[nH][nH]\c(n1)=C1/C(=O)C=CC=C1. The result is 0 (inactive).